The task is: Predict the reaction yield, written as a fraction of the theoretical maximum amount of product (1.0 means a 100% yield; for example, 0.34 means a 34% yield).. This data is from Reaction yield outcomes from USPTO patents with 853,638 reactions. (1) The reactants are [C:1]([O:5][C:6](=[O:40])[NH:7][C@H:8]([C:12]1[CH:17]=[C:16]([C:18]2[N:22]([CH2:23][CH2:24][O:25][Si:26]([C:29]([CH3:32])([CH3:31])[CH3:30])([CH3:28])[CH3:27])[N:21]=[CH:20][C:19]=2[NH:33][C:34](=[O:39])[C@H:35]([CH3:38])C=C)[CH:15]=[CH:14][N:13]=1)[CH2:9][CH:10]=[CH2:11])([CH3:4])([CH3:3])[CH3:2]. The catalyst is CCOC(C)=O.Cl[Ru](=C1N(C2C(C)=CC(C)=CC=2C)CCN1C1C(C)=CC(C)=CC=1C)(Cl)(=CC1C=CC=CC=1)[P](C1CCCCC1)(C1CCCCC1)C1CCCCC1. The product is [Si:26]([O:25][CH2:24][CH2:23][N:22]1[N:21]=[CH:20][C:19]2[NH:33][C:34](=[O:39])[C@H:35]([CH3:38])[CH:11]=[CH:10][CH2:9][C@H:8]([NH:7][C:6](=[O:40])[O:5][C:1]([CH3:4])([CH3:3])[CH3:2])[C:12]3[CH:17]=[C:16]([CH:15]=[CH:14][N:13]=3)[C:18]1=2)([C:29]([CH3:31])([CH3:30])[CH3:32])([CH3:28])[CH3:27]. The yield is 0.610. (2) The reactants are [H-].[H-].[H-].[H-].[Li+].[Al+3].[Cl:7][C:8]1[CH:13]=[CH:12][C:11]([S:14]([NH:17][C@@H:18]([CH:22]2[CH2:27][CH2:26][CH2:25][CH2:24][CH2:23]2)[C:19](O)=[O:20])(=[O:16])=[O:15])=[CH:10][CH:9]=1. The catalyst is C1COCC1. The product is [Cl:7][C:8]1[CH:9]=[CH:10][C:11]([S:14]([NH:17][C@@H:18]([CH:22]2[CH2:27][CH2:26][CH2:25][CH2:24][CH2:23]2)[CH2:19][OH:20])(=[O:15])=[O:16])=[CH:12][CH:13]=1. The yield is 0.370.